From a dataset of Full USPTO retrosynthesis dataset with 1.9M reactions from patents (1976-2016). Predict the reactants needed to synthesize the given product. (1) Given the product [CH2:1]([O:3][C:4](=[O:25])[C:5]1[CH:10]=[C:9]([C:11]2[CH2:15][CH2:14][CH2:13][C:12]=2[C:16]2[CH:21]=[C:20]([Cl:22])[CH:19]=[CH:18][C:17]=2[OH:23])[CH:8]=[N:7][CH:6]=1)[CH3:2], predict the reactants needed to synthesize it. The reactants are: [CH2:1]([O:3][C:4](=[O:25])[C:5]1[CH:10]=[C:9]([C:11]2[CH2:15][CH2:14][CH2:13][C:12]=2[C:16]2[CH:21]=[C:20]([Cl:22])[CH:19]=[CH:18][C:17]=2[O:23]C)[CH:8]=[N:7][CH:6]=1)[CH3:2].B(Br)(Br)Br. (2) The reactants are: S(=O)(=O)(O)O.[I:6][C:7]1[CH:8]=[C:9]2[C:13](=[CH:14][CH:15]=1)[N:12]([CH2:16][CH2:17][CH2:18][CH2:19][CH2:20][CH3:21])[C:11](=[O:22])C2=O.CO.CO[CH:28]([O:31][CH3:32])[O:29][CH3:30]. Given the product [I:6][C:7]1[CH:15]=[C:14]2[C:13](=[CH:9][CH:8]=1)[N:12]([CH2:16][CH2:17][CH2:18][CH2:19][CH2:20][CH3:21])[C:11](=[O:22])[C:28]2([O:29][CH3:30])[O:31][CH3:32], predict the reactants needed to synthesize it. (3) The reactants are: [CH2:1]([C:12]1[NH:13][C:14]2[C:19]([CH:20]=1)=[CH:18][CH:17]=[CH:16][CH:15]=2)[CH2:2][CH2:3][CH2:4][CH2:5][CH2:6][CH2:7][CH2:8][CH2:9][CH2:10][CH3:11].[OH-].[K+].[CH3:23][C:24]1([CH3:32])[CH2:29][C:28](=[O:30])[O:27][C:26](=[O:31])[CH2:25]1.[Cl-].[NH4+]. Given the product [CH3:23][C:24]([CH3:32])([CH2:29][C:28](=[O:30])[N:13]1[C:14]2[C:19](=[CH:18][CH:17]=[CH:16][CH:15]=2)[CH:20]=[C:12]1[CH2:1][CH2:2][CH2:3][CH2:4][CH2:5][CH2:6][CH2:7][CH2:8][CH2:9][CH2:10][CH3:11])[CH2:25][C:26]([OH:31])=[O:27], predict the reactants needed to synthesize it. (4) Given the product [NH2:41][C:20]1[C:19]2[N:34]=[C:16]([CH2:15][O:14][CH2:12][CH3:13])[N:17]([CH2:35][C:36]([OH:39])([CH3:37])[CH3:38])[C:18]=2[C:27]2[CH:26]=[C:25]([NH:28][C:29](=[O:33])[CH:30]([CH3:31])[CH3:32])[CH:24]=[CH:23][C:22]=2[N:21]=1, predict the reactants needed to synthesize it. The reactants are: ClC1C=C(C=CC=1)C(OO)=O.[CH2:12]([O:14][CH2:15][C:16]1[N:17]([CH2:35][C:36]([OH:39])([CH3:38])[CH3:37])[C:18]2[C:27]3[CH:26]=[C:25]([NH:28][C:29](=[O:33])[CH:30]([CH3:32])[CH3:31])[CH:24]=[CH:23][C:22]=3[N:21]=[CH:20][C:19]=2[N:34]=1)[CH3:13].[OH-].[NH4+:41].C1(C)C=CC(S(Cl)(=O)=O)=CC=1. (5) The reactants are: C(OC([NH:8][CH2:9][CH2:10][CH2:11][C@H:12]([NH:16][C:17]([C:19]1[O:20][C:21]([CH:24]([C:31]2[CH:36]=[CH:35][CH:34]=[CH:33][CH:32]=2)[C:25]2[CH:30]=[CH:29][CH:28]=[CH:27][CH:26]=2)=[CH:22][CH:23]=1)=[O:18])[C:13]([OH:15])=[O:14])=O)(C)(C)C.[C:37]([OH:43])([C:39]([F:42])([F:41])[F:40])=[O:38]. Given the product [NH2:8][CH2:9][CH2:10][CH2:11][C@H:12]([NH:16][C:17]([C:19]1[O:20][C:21]([CH:24]([C:25]2[CH:30]=[CH:29][CH:28]=[CH:27][CH:26]=2)[C:31]2[CH:32]=[CH:33][CH:34]=[CH:35][CH:36]=2)=[CH:22][CH:23]=1)=[O:18])[C:13]([OH:15])=[O:14].[C:37]([OH:43])([C:39]([F:42])([F:41])[F:40])=[O:38], predict the reactants needed to synthesize it. (6) Given the product [O:2]=[C:3]1[CH2:4][CH2:5][CH2:6][N:7]1[C@H:8]([CH2:9][CH3:10])[C:11]([NH2:12])=[O:13], predict the reactants needed to synthesize it. The reactants are: C[O:2][C:3](=O)[CH2:4][CH2:5][CH2:6][NH:7][C@@H:8]([C:11](=[O:13])[NH2:12])[CH2:9][CH3:10].